Dataset: Forward reaction prediction with 1.9M reactions from USPTO patents (1976-2016). Task: Predict the product of the given reaction. (1) Given the reactants C([NH:18][C@@H:19]([C:24](O)=[O:25])[CH2:20][CH:21]([CH3:23])[CH3:22])(OCC1C2C(=CC=CC=2)C2C1=CC=CC=2)=O.C(Cl)(=O)C(Cl)=O.CCN(C(C)C)C(C)C.[CH3:42][C:43]1([CH3:58])[C:52]2=[CH:53][N:54]=[CH:55][CH:56]=[C:51]2[C:50]2[CH:49]=[CH:48][C:47]([NH2:57])=[CH:46][C:45]=2[O:44]1, predict the reaction product. The product is: [NH2:18][C@H:19]([CH2:20][CH:21]([CH3:23])[CH3:22])[C:24]([NH:57][C:47]1[CH:48]=[CH:49][C:50]2[C:51]3[C:52](=[CH:53][N:54]=[CH:55][CH:56]=3)[C:43]([CH3:58])([CH3:42])[O:44][C:45]=2[CH:46]=1)=[O:25]. (2) Given the reactants [Br:1][C:2]1[CH:7]=[CH:6][C:5]([C:8]2[N:9]=[C:10](O)[C:11]3[CH2:16][CH2:15][CH2:14][C:12]=3[N:13]=2)=[CH:4][CH:3]=1.P(Cl)(Cl)([Cl:20])=O.C([O-])([O-])=O.[Na+].[Na+].C([O-])(O)=O.[Na+], predict the reaction product. The product is: [Br:1][C:2]1[CH:7]=[CH:6][C:5]([C:8]2[N:9]=[C:10]([Cl:20])[C:11]3[CH2:16][CH2:15][CH2:14][C:12]=3[N:13]=2)=[CH:4][CH:3]=1.